This data is from Full USPTO retrosynthesis dataset with 1.9M reactions from patents (1976-2016). The task is: Predict the reactants needed to synthesize the given product. (1) The reactants are: Br[C:2]1[CH:11]=[CH:10][C:5]([C:6]([O:8][CH3:9])=[O:7])=[CH:4][C:3]=1[CH3:12].COC1C=C(OC)C=CC=1C1C=CC(C(O)=O)=CC=1C.[CH3:33][O:34][C:35]1[CH:40]=[CH:39][C:38]([O:41][CH3:42])=[CH:37][C:36]=1B(O)O.C(=O)([O-])[O-].[K+].[K+]. Given the product [CH3:33][O:34][C:35]1[CH:40]=[CH:39][C:38]([O:41][CH3:42])=[CH:37][C:36]=1[C:2]1[CH:11]=[CH:10][C:5]([C:6]([O:8][CH3:9])=[O:7])=[CH:4][C:3]=1[CH3:12], predict the reactants needed to synthesize it. (2) The reactants are: [CH3:1][O:2][C:3]1[CH:8]=[C:7]([CH:9]2[CH2:14][CH2:13][N:12]([CH3:15])[CH2:11][CH2:10]2)[CH:6]=[CH:5][C:4]=1[NH:16][C:17](=[O:19])[CH3:18].[N+:20]([O-])([OH:22])=[O:21].C([O-])(O)=O.[Na+]. Given the product [CH3:1][O:2][C:3]1[CH:8]=[C:7]([CH:9]2[CH2:14][CH2:13][N:12]([CH3:15])[CH2:11][CH2:10]2)[C:6]([N+:20]([O-:22])=[O:21])=[CH:5][C:4]=1[NH:16][C:17](=[O:19])[CH3:18], predict the reactants needed to synthesize it. (3) Given the product [F:12][C:9]([F:10])([F:11])[C:7]1[CH:6]=[C:5]([C:13]2[S:14][CH:15]=[C:16]([CH2:18][C:19]([OH:21])=[O:20])[N:17]=2)[CH:4]=[C:3]([C:2]([F:1])([F:24])[F:23])[CH:8]=1, predict the reactants needed to synthesize it. The reactants are: [F:1][C:2]([F:24])([F:23])[C:3]1[CH:4]=[C:5]([C:13]2[S:14][CH:15]=[C:16]([CH2:18][C:19]([O:21]C)=[O:20])[N:17]=2)[CH:6]=[C:7]([C:9]([F:12])([F:11])[F:10])[CH:8]=1.O[Li].O. (4) Given the product [F:18][C:15]1[CH:16]=[CH:17][C:12]([S:9]([NH:8][C:4]2[CH:5]=[N:6][CH:7]=[C:2]([Sn:20]([CH3:26])([CH3:25])[CH3:19])[CH:3]=2)(=[O:11])=[O:10])=[CH:13][CH:14]=1, predict the reactants needed to synthesize it. The reactants are: Br[C:2]1[CH:3]=[C:4]([NH:8][S:9]([C:12]2[CH:17]=[CH:16][C:15]([F:18])=[CH:14][CH:13]=2)(=[O:11])=[O:10])[CH:5]=[N:6][CH:7]=1.[CH3:19][Sn:20]([CH3:26])([CH3:25])[Sn:20]([CH3:26])([CH3:25])[CH3:19]. (5) Given the product [CH3:21][C:19]([O:18][C@H:14]([O:13][C:11](=[O:12])[CH:10]([CH3:22])[CH3:9])[CH3:15])=[S:20], predict the reactants needed to synthesize it. The reactants are: [O-]Cl.[Na+].CS.C(=O)C.[CH3:9][CH:10]([CH3:22])[C:11]([O:13][CH:14]([O:18][C:19]([CH3:21])=[S:20])[CH:15](C)C)=[O:12]. (6) The reactants are: [Si:1]([O:8][C@H:9]1[CH2:13][NH:12][C:11](=[O:14])[CH2:10]1)([C:4]([CH3:7])([CH3:6])[CH3:5])([CH3:3])[CH3:2].[CH3:15][C:16]([O:19][C:20](O[C:20]([O:19][C:16]([CH3:18])([CH3:17])[CH3:15])=[O:21])=[O:21])([CH3:18])[CH3:17].O. Given the product [Si:1]([O:8][C@H:9]1[CH2:13][N:12]([C:20]([O:19][C:16]([CH3:18])([CH3:17])[CH3:15])=[O:21])[C:11](=[O:14])[CH2:10]1)([C:4]([CH3:7])([CH3:6])[CH3:5])([CH3:3])[CH3:2], predict the reactants needed to synthesize it. (7) Given the product [ClH:1].[C:35]([O:34][C@@H:16]([CH2:15][N:12]1[CH2:11][CH2:10][CH:9]([C:4]2[CH:5]=[CH:6][C:7]([Cl:8])=[C:2]([Cl:1])[CH:3]=2)[CH2:14][CH2:13]1)[CH2:17][O:18][C:19]1[C:27]2[CH:26]=[C:25]([C:28]3[O:29][C:30]([CH3:33])=[N:31][N:32]=3)[O:24][C:23]=2[CH:22]=[CH:21][CH:20]=1)(=[O:37])[CH3:36], predict the reactants needed to synthesize it. The reactants are: [Cl:1][C:2]1[CH:3]=[C:4]([CH:9]2[CH2:14][CH2:13][N:12]([CH2:15][C@H:16]([OH:34])[CH2:17][O:18][C:19]3[C:27]4[CH:26]=[C:25]([C:28]5[O:29][C:30]([CH3:33])=[N:31][N:32]=5)[O:24][C:23]=4[CH:22]=[CH:21][CH:20]=3)[CH2:11][CH2:10]2)[CH:5]=[CH:6][C:7]=1[Cl:8].[C:35](OC(=O)C)(=[O:37])[CH3:36]. (8) The reactants are: [Br:1][C:2]1[CH:13]=[C:6]2[C:7]([O:9]C(=O)[NH:11][C:5]2=[CH:4][CH:3]=1)=O.C1COCC1.[CH2:19]([NH:21][CH2:22][CH3:23])[CH3:20]. Given the product [NH2:11][C:5]1[CH:4]=[CH:3][C:2]([Br:1])=[CH:13][C:6]=1[C:7]([N:21]([CH2:22][CH3:23])[CH2:19][CH3:20])=[O:9], predict the reactants needed to synthesize it. (9) Given the product [Cl:23][C:18]1[C:17]2[C:21](=[CH:22][C:14]([S:11]([N:9]3[CH2:8][C:7](=[O:24])[N:6]([CH2:25][CH:26]4[CH2:31][CH2:30][N:29]([C:32]5[CH:37]=[CH:36][C:35](=[O:38])[N:34]([CH3:39])[N:33]=5)[CH2:28][CH2:27]4)[CH:5]([C:3]([OH:4])=[O:2])[CH2:10]3)(=[O:12])=[O:13])=[CH:15][CH:16]=2)[NH:20][CH:19]=1, predict the reactants needed to synthesize it. The reactants are: C[O:2][C:3]([CH:5]1[CH2:10][N:9]([S:11]([C:14]2[CH:22]=[C:21]3[C:17]([C:18]([Cl:23])=[CH:19][NH:20]3)=[CH:16][CH:15]=2)(=[O:13])=[O:12])[CH2:8][C:7](=[O:24])[N:6]1[CH2:25][CH:26]1[CH2:31][CH2:30][N:29]([C:32]2[CH:37]=[CH:36][C:35](=[O:38])[N:34]([CH3:39])[N:33]=2)[CH2:28][CH2:27]1)=[O:4]. (10) Given the product [N:1]1([C:6]2[CH:7]=[CH:8][C:9]([NH:12][CH:13]3[CH2:18][CH2:17][CH2:16][N:15]([CH2:20][C:21]4[CH:29]=[CH:28][C:24]5[O:25][CH2:26][O:27][C:23]=5[CH:22]=4)[CH2:14]3)=[CH:10][CH:11]=2)[CH:5]=[CH:4][N:3]=[CH:2]1, predict the reactants needed to synthesize it. The reactants are: [N:1]1([C:6]2[CH:11]=[CH:10][C:9]([NH:12][CH:13]3[CH2:18][CH2:17][CH2:16][NH:15][CH2:14]3)=[CH:8][CH:7]=2)[CH:5]=[CH:4][N:3]=[CH:2]1.Cl[CH2:20][C:21]1[CH:29]=[CH:28][C:24]2[O:25][CH2:26][O:27][C:23]=2[CH:22]=1.C([O-])([O-])=O.[K+].[K+].N[C@H](C(O)=O)CC1C=C2C(C=CC=C2)=CC=1.